This data is from NCI-60 drug combinations with 297,098 pairs across 59 cell lines. The task is: Regression. Given two drug SMILES strings and cell line genomic features, predict the synergy score measuring deviation from expected non-interaction effect. (1) Drug 1: C1=NC2=C(N=C(N=C2N1C3C(C(C(O3)CO)O)F)Cl)N. Drug 2: C(CC(=O)O)C(=O)CN.Cl. Cell line: SF-295. Synergy scores: CSS=5.51, Synergy_ZIP=-5.33, Synergy_Bliss=-8.80, Synergy_Loewe=-10.0, Synergy_HSA=-8.85. (2) Drug 1: C1CCN(CC1)CCOC2=CC=C(C=C2)C(=O)C3=C(SC4=C3C=CC(=C4)O)C5=CC=C(C=C5)O. Drug 2: CC12CCC3C(C1CCC2=O)CC(=C)C4=CC(=O)C=CC34C. Cell line: OVCAR-5. Synergy scores: CSS=32.8, Synergy_ZIP=-0.0141, Synergy_Bliss=0.444, Synergy_Loewe=-0.137, Synergy_HSA=-0.168. (3) Drug 1: C1CN1P(=S)(N2CC2)N3CC3. Drug 2: CC1=C(C=C(C=C1)C(=O)NC2=CC(=CC(=C2)C(F)(F)F)N3C=C(N=C3)C)NC4=NC=CC(=N4)C5=CN=CC=C5. Cell line: SNB-75. Synergy scores: CSS=5.61, Synergy_ZIP=-1.50, Synergy_Bliss=-1.48, Synergy_Loewe=-1.61, Synergy_HSA=-1.53. (4) Drug 1: CC(C)CN1C=NC2=C1C3=CC=CC=C3N=C2N. Drug 2: CC12CCC3C(C1CCC2OP(=O)(O)O)CCC4=C3C=CC(=C4)OC(=O)N(CCCl)CCCl.[Na+]. Cell line: NCIH23. Synergy scores: CSS=9.27, Synergy_ZIP=-5.94, Synergy_Bliss=-5.36, Synergy_Loewe=-2.49, Synergy_HSA=-2.38. (5) Synergy scores: CSS=3.97, Synergy_ZIP=-4.51, Synergy_Bliss=-3.69, Synergy_Loewe=-13.2, Synergy_HSA=-5.76. Drug 1: CC1CCC2CC(C(=CC=CC=CC(CC(C(=O)C(C(C(=CC(C(=O)CC(OC(=O)C3CCCCN3C(=O)C(=O)C1(O2)O)C(C)CC4CCC(C(C4)OC)OCCO)C)C)O)OC)C)C)C)OC. Drug 2: C1C(C(OC1N2C=NC3=C2NC=NCC3O)CO)O. Cell line: HT29. (6) Drug 1: C1=NC(=NC(=O)N1C2C(C(C(O2)CO)O)O)N. Drug 2: C1=NNC2=C1C(=O)NC=N2. Cell line: HT29. Synergy scores: CSS=41.1, Synergy_ZIP=1.45, Synergy_Bliss=3.17, Synergy_Loewe=-25.6, Synergy_HSA=2.35. (7) Cell line: BT-549. Drug 2: C1=CN(C=N1)CC(O)(P(=O)(O)O)P(=O)(O)O. Synergy scores: CSS=4.54, Synergy_ZIP=-2.59, Synergy_Bliss=-4.32, Synergy_Loewe=-2.88, Synergy_HSA=-4.61. Drug 1: CCC(=C(C1=CC=CC=C1)C2=CC=C(C=C2)OCCN(C)C)C3=CC=CC=C3.C(C(=O)O)C(CC(=O)O)(C(=O)O)O. (8) Cell line: MCF7. Drug 2: C(CC(=O)O)C(=O)CN.Cl. Synergy scores: CSS=18.2, Synergy_ZIP=-9.55, Synergy_Bliss=-1.57, Synergy_Loewe=-10.1, Synergy_HSA=-1.48. Drug 1: C1=CC(=CC=C1CCCC(=O)O)N(CCCl)CCCl. (9) Drug 1: C1=CC(=CC=C1CCCC(=O)O)N(CCCl)CCCl. Drug 2: C1=NC2=C(N=C(N=C2N1C3C(C(C(O3)CO)O)F)Cl)N. Cell line: 786-0. Synergy scores: CSS=48.1, Synergy_ZIP=-8.51, Synergy_Bliss=-11.1, Synergy_Loewe=-25.5, Synergy_HSA=-6.63. (10) Drug 1: C1CC(=O)NC(=O)C1N2CC3=C(C2=O)C=CC=C3N. Drug 2: C1CCC(CC1)NC(=O)N(CCCl)N=O. Cell line: A549. Synergy scores: CSS=12.6, Synergy_ZIP=-9.02, Synergy_Bliss=-5.67, Synergy_Loewe=-5.63, Synergy_HSA=-5.36.